Dataset: Forward reaction prediction with 1.9M reactions from USPTO patents (1976-2016). Task: Predict the product of the given reaction. (1) Given the reactants [CH2:1]([O:8][C:9]([NH:11][C@@H:12]([CH2:16][CH2:17][CH2:18][CH2:19][NH:20][C:21]([O:23][C:24]([CH3:27])([CH3:26])[CH3:25])=[O:22])[C:13](O)=[O:14])=[O:10])[C:2]1[CH:7]=[CH:6][CH:5]=[CH:4][CH:3]=1.C1C=CC2N(O)[N:35]=[N:34]C=2C=1.C(Cl)CCl.O.NN, predict the reaction product. The product is: [CH2:1]([O:8][C:9]([NH:11][C@H:12]([C:13]([NH:34][NH2:35])=[O:14])[CH2:16][CH2:17][CH2:18][CH2:19][NH:20][C:21](=[O:22])[O:23][C:24]([CH3:27])([CH3:26])[CH3:25])=[O:10])[C:2]1[CH:7]=[CH:6][CH:5]=[CH:4][CH:3]=1. (2) Given the reactants [Cl:1][C:2]1[CH:10]=[C:6]([C:7]([OH:9])=O)[C:5]([OH:11])=[CH:4][CH:3]=1.[F:12][C:13]([F:22])([F:21])[C:14]1[CH:20]=[CH:19][C:17]([NH2:18])=[CH:16][CH:15]=1, predict the reaction product. The product is: [F:12][C:13]([F:21])([F:22])[C:14]1[CH:15]=[CH:16][C:17]([NH:18][C:7](=[O:9])[C:6]2[CH:10]=[C:2]([Cl:1])[CH:3]=[CH:4][C:5]=2[OH:11])=[CH:19][CH:20]=1. (3) Given the reactants [C:1]([NH:4][C:5]1[S:6][C:7]([CH2:10][N:11]2[CH2:16][CH2:15][CH:14]([C:17]3[CH:27]=[CH:26][CH:25]=[CH:24][C:18]=3[C:19]([O:21]CC)=[O:20])[CH2:13][CH2:12]2)=[CH:8][N:9]=1)(=[O:3])[CH3:2].C(C1SC(NC(=O)C)=NC=1)=O.C(OC(N1CC=C(C2C=CC=CC=2C(OCC)=O)CC1)=O)(C)(C)C.O[Li].O.C(O)(=O)CC(CC(O)=O)(C(O)=O)O, predict the reaction product. The product is: [C:1]([NH:4][C:5]1[S:6][C:7]([CH2:10][N:11]2[CH2:12][CH2:13][CH:14]([C:17]3[CH:27]=[CH:26][CH:25]=[CH:24][C:18]=3[C:19]([OH:21])=[O:20])[CH2:15][CH2:16]2)=[CH:8][N:9]=1)(=[O:3])[CH3:2]. (4) Given the reactants [CH2:1]([O:3][C:4](=[O:24])[CH2:5][C:6]1[CH:11]=[CH:10][C:9]([O:12][CH3:13])=[C:8]([O:14][C:15]2[CH:20]=[CH:19][C:18]([Cl:21])=[CH:17][C:16]=2[CH2:22]Br)[CH:7]=1)[CH3:2].[CH2:25]([SH:32])[C:26]1[CH:31]=[CH:30][CH:29]=[CH:28][CH:27]=1.[H-].[Na+], predict the reaction product. The product is: [CH2:1]([O:3][C:4](=[O:24])[CH2:5][C:6]1[CH:11]=[CH:10][C:9]([O:12][CH3:13])=[C:8]([O:14][C:15]2[CH:20]=[CH:19][C:18]([Cl:21])=[CH:17][C:16]=2[CH2:22][S:32][CH2:25][C:26]2[CH:31]=[CH:30][CH:29]=[CH:28][CH:27]=2)[CH:7]=1)[CH3:2]. (5) Given the reactants [CH3:1][O:2][C:3]1[N:8]=[N:7][C:6]([N:9]2[C:13]([C:14]3[CH:19]=[N:18][CH:17]=[CH:16][N:15]=3)=[CH:12][C:11]([C:20]([OH:22])=O)=[N:10]2)=[CH:5][CH:4]=1.[C:23]([NH2:27])([CH3:26])([CH3:25])[CH3:24], predict the reaction product. The product is: [C:23]([NH:27][C:20]([C:11]1[CH:12]=[C:13]([C:14]2[CH:19]=[N:18][CH:17]=[CH:16][N:15]=2)[N:9]([C:6]2[N:7]=[N:8][C:3]([O:2][CH3:1])=[CH:4][CH:5]=2)[N:10]=1)=[O:22])([CH3:26])([CH3:25])[CH3:24]. (6) Given the reactants Br[CH2:2][CH2:3][CH:4]([C:17]1[O:18][C:19]([Br:32])=[C:20]([C:22]2[CH:27]=[CH:26][C:25]([C:28]([F:31])([F:30])[F:29])=[CH:24][CH:23]=2)[N:21]=1)[O:5][C:6]1[C:7]([F:16])=[C:8]([C:12]([F:15])=[CH:13][CH:14]=1)[C:9]([NH2:11])=[O:10].[CH3:33][NH:34][CH3:35], predict the reaction product. The product is: [Br:32][C:19]1[O:18][C:17]([CH:4]([O:5][C:6]2[C:7]([F:16])=[C:8]([C:12]([F:15])=[CH:13][CH:14]=2)[C:9]([NH2:11])=[O:10])[CH2:3][CH2:2][N:34]([CH3:35])[CH3:33])=[N:21][C:20]=1[C:22]1[CH:27]=[CH:26][C:25]([C:28]([F:31])([F:30])[F:29])=[CH:24][CH:23]=1. (7) Given the reactants [H-].[Na+].[F:3][CH:4]([F:40])[C:5]1[CH:9]=[C:8]([CH:10]([F:12])[F:11])[N:7]([CH2:13][C:14]([N:16]2[CH2:21][CH2:20][CH:19]([C:22]3[S:23][CH:24]=[C:25]([C:27]4[CH2:31][CH:30]([C:32]5[CH:37]=[CH:36][CH:35]=[CH:34][C:33]=5[CH2:38]Cl)[O:29][N:28]=4)[N:26]=3)[CH2:18][CH2:17]2)=[O:15])[N:6]=1.O.ClCCl.[CH3:45][O:46][CH2:47][CH2:48][OH:49], predict the reaction product. The product is: [F:3][CH:4]([F:40])[C:5]1[CH:9]=[C:8]([CH:10]([F:12])[F:11])[N:7]([CH2:13][C:14]([N:16]2[CH2:21][CH2:20][CH:19]([C:22]3[S:23][CH:24]=[C:25]([C:27]4[CH2:31][CH:30]([C:32]5[CH:37]=[CH:36][CH:35]=[CH:34][C:33]=5[CH2:38][O:49][CH2:48][CH2:47][O:46][CH3:45])[O:29][N:28]=4)[N:26]=3)[CH2:18][CH2:17]2)=[O:15])[N:6]=1. (8) Given the reactants Cl[C:2]1[CH:7]=[N:6][CH:5]=[CH:4][N:3]=1.[N:8]1([C:14]([O:16][C:17]([CH3:20])([CH3:19])[CH3:18])=[O:15])[CH2:13][CH2:12][NH:11][CH2:10][CH2:9]1.C(=O)([O-])[O-].[Cs+].[Cs+], predict the reaction product. The product is: [N:3]1[CH:4]=[CH:5][N:6]=[CH:7][C:2]=1[N:11]1[CH2:10][CH2:9][N:8]([C:14]([O:16][C:17]([CH3:20])([CH3:19])[CH3:18])=[O:15])[CH2:13][CH2:12]1.